Task: Predict the reaction yield, written as a fraction of the theoretical maximum amount of product (1.0 means a 100% yield; for example, 0.34 means a 34% yield).. Dataset: Reaction yield outcomes from USPTO patents with 853,638 reactions (1) The reactants are [F:1][C:2]1[CH:13]=[CH:12][CH:11]=[CH:10][C:3]=1[C:4](N(OC)C)=[O:5].[CH:14]([Mg]Br)=[CH2:15]. The catalyst is C1COCC1. The product is [F:1][C:2]1[CH:13]=[CH:12][CH:11]=[CH:10][C:3]=1[C:4](=[O:5])[CH:14]=[CH2:15]. The yield is 0.584. (2) The reactants are [C:1]([O:5][C:6](=[O:23])[NH:7][C:8]1[S:9][CH:10]=[CH:11][C@:12]([C:15]2[CH:20]=[CH:19][CH:18]=[C:17]([CH3:21])[C:16]=2[F:22])([CH3:14])[N:13]=1)([CH3:4])([CH3:3])[CH3:2].[Li+].C[Si]([N-][Si](C)(C)C)(C)C.[CH3:34][Si:35]([CH2:38][CH2:39][O:40][CH2:41]Cl)([CH3:37])[CH3:36]. The catalyst is C1COCC1. The product is [C:1]([O:5][C:6](=[O:23])[N:7]([C:8]1[S:9][CH:10]=[CH:11][C@:12]([C:15]2[CH:20]=[CH:19][CH:18]=[C:17]([CH3:21])[C:16]=2[F:22])([CH3:14])[N:13]=1)[CH2:41][O:40][CH2:39][CH2:38][Si:35]([CH3:37])([CH3:36])[CH3:34])([CH3:2])([CH3:4])[CH3:3]. The yield is 0.820. (3) The reactants are Cl[C:2]1[N:6]([CH3:7])[N:5]=[CH:4][C:3]=1[N+:8]([O-:10])=[O:9].[CH3:11][NH:12][CH2:13][CH2:14][OH:15]. No catalyst specified. The product is [CH3:11][N:12]([C:2]1[N:6]([CH3:7])[N:5]=[CH:4][C:3]=1[N+:8]([O-:10])=[O:9])[CH2:13][CH2:14][OH:15]. The yield is 0.810.